Dataset: Catalyst prediction with 721,799 reactions and 888 catalyst types from USPTO. Task: Predict which catalyst facilitates the given reaction. (1) Reactant: [CH3:1][O:2][C:3]1[CH:8]=[CH:7][C:6]([C:9]2[N:10]=[C:11]([CH2:22][C:23]([O:25]CC)=[O:24])[O:12][C:13]=2[C:14]2[CH:19]=[CH:18][C:17]([O:20][CH3:21])=[CH:16][CH:15]=2)=[CH:5][CH:4]=1.[OH-].[Na+]. Product: [CH3:1][O:2][C:3]1[CH:8]=[CH:7][C:6]([C:9]2[N:10]=[C:11]([CH2:22][C:23]([OH:25])=[O:24])[O:12][C:13]=2[C:14]2[CH:19]=[CH:18][C:17]([O:20][CH3:21])=[CH:16][CH:15]=2)=[CH:5][CH:4]=1. The catalyst class is: 8. (2) Reactant: [OH:1][C:2]1[CH:11]=[CH:10][C:5]([C:6]([O:8][CH3:9])=[O:7])=[CH:4][C:3]=1[C:12]1([CH:17]=[CH2:18])[CH2:16][CH2:15][CH2:14][CH2:13]1.[F:19][C:20]([F:33])([F:32])[S:21](O[S:21]([C:20]([F:33])([F:32])[F:19])(=[O:23])=[O:22])(=[O:23])=[O:22].CCOC(C)=O. Product: [F:19][C:20]([F:33])([F:32])[S:21]([O:1][C:2]1[CH:11]=[CH:10][C:5]([C:6]([O:8][CH3:9])=[O:7])=[CH:4][C:3]=1[C:12]1([CH:17]=[CH2:18])[CH2:16][CH2:15][CH2:14][CH2:13]1)(=[O:23])=[O:22]. The catalyst class is: 377. (3) Product: [C:5]([C:19]1[CH:18]=[C:17]2[C:13](=[CH:12][C:11]=1[O:10][CH3:9])[CH2:14][O:15][C:16]2([CH3:24])[C:20]([F:23])([F:21])[F:22])(=[O:7])[CH3:6]. Reactant: [Cl-].[Al+3].[Cl-].[Cl-].[C:5](Cl)(=[O:7])[CH3:6].[CH3:9][O:10][C:11]1[CH:12]=[C:13]2[C:17](=[CH:18][CH:19]=1)[C:16]([CH3:24])([C:20]([F:23])([F:22])[F:21])[O:15][CH2:14]2. The catalyst class is: 4. (4) Reactant: [CH2:1]([O:8][C:9]1[CH:14]=[CH:13][C:12](/[CH:15]=[CH:16]/[N+:17]([O-:19])=[O:18])=[CH:11][N:10]=1)[C:2]1[CH:7]=[CH:6][CH:5]=[CH:4][CH:3]=1.C(O)(=O)C.[B-].[Na+].O. Product: [CH2:1]([O:8][C:9]1[CH:14]=[CH:13][C:12]([CH2:15][CH2:16][N+:17]([O-:19])=[O:18])=[CH:11][N:10]=1)[C:2]1[CH:7]=[CH:6][CH:5]=[CH:4][CH:3]=1. The catalyst class is: 16. (5) Reactant: [C:1](Cl)(=O)[C:2]([Cl:4])=[O:3].[Cl:7][C:8]1[CH:9]=C([CH:14]=[CH:15][C:16]=1[O:17][CH2:18][CH:19]1[CH2:21][CH2:20]1)C(O)=O.CN(C)C=O. Product: [Cl:7][C:8]1[CH:9]=[C:1]([CH:14]=[CH:15][C:16]=1[O:17][CH2:18][CH:19]1[CH2:21][CH2:20]1)[C:2]([Cl:4])=[O:3]. The catalyst class is: 4. (6) Reactant: [C:1]([OH:6])(=O)[C:2]([CH3:4])=[O:3].O=S(Cl)Cl.[CH3:11][O:12][C:13]1[CH:18]=[CH:17][C:16]([NH:19][C:20]2[CH:25]=[CH:24][C:23]([O:26][CH3:27])=[CH:22][CH:21]=2)=[CH:15][CH:14]=1.N1C=CC=CC=1. Product: [CH3:27][O:26][C:23]1[CH:22]=[CH:21][C:20]([N:19]([C:16]2[CH:17]=[CH:18][C:13]([O:12][CH3:11])=[CH:14][CH:15]=2)[C:1](=[O:6])[C:2](=[O:3])[CH3:4])=[CH:25][CH:24]=1. The catalyst class is: 1.